This data is from Full USPTO retrosynthesis dataset with 1.9M reactions from patents (1976-2016). The task is: Predict the reactants needed to synthesize the given product. (1) Given the product [NH2:25][CH:22]1[CH2:23][CH2:24][N:19]([C:17]2[N:18]=[C:13]([C:7]3[C:6]4[C:10](=[CH:11][CH:12]=[C:4]([C:34]5[CH:33]=[C:32]([CH:37]=[CH:36][C:35]=5[F:41])[C:30]([NH:29][CH:26]5[CH2:27][CH2:28]5)=[O:31])[CH:5]=4)[NH:9][N:8]=3)[CH:14]=[N:15][CH:16]=2)[CH2:20][CH2:21]1, predict the reactants needed to synthesize it. The reactants are: Cl.Cl.Br[C:4]1[CH:5]=[C:6]2[C:10](=[CH:11][CH:12]=1)[NH:9][N:8]=[C:7]2[C:13]1[N:18]=[C:17]([N:19]2[CH2:24][CH2:23][CH:22]([NH2:25])[CH2:21][CH2:20]2)[CH:16]=[N:15][CH:14]=1.[CH:26]1([NH:29][C:30]([C:32]2[CH:33]=[CH:34][C:35]([F:41])=[C:36](B(O)O)[CH:37]=2)=[O:31])[CH2:28][CH2:27]1.C([O-])([O-])=O.[Na+].[Na+]. (2) Given the product [Cl:27][CH:28]([Cl:32])[C:29]([NH:1][C@H:2]([C@H:8]([C:10]1[CH:11]=[CH:12][C:13]([S:16]([CH3:19])(=[O:18])=[O:17])=[CH:14][CH:15]=1)[OH:9])[C:3]([O:5][CH2:6][CH3:7])=[O:4])=[O:30], predict the reactants needed to synthesize it. The reactants are: [NH2:1][C@H:2]([C@H:8]([C:10]1[CH:15]=[CH:14][C:13]([S:16]([CH3:19])(=[O:18])=[O:17])=[CH:12][CH:11]=1)[OH:9])[C:3]([O:5][CH2:6][CH3:7])=[O:4].C(N(CC)CC)C.[Cl:27][CH:28]([Cl:32])[C:29](Cl)=[O:30].C(Cl)Cl. (3) Given the product [CH3:1][N:2]1[CH2:12][CH2:11][CH2:10][CH:4]([C:5]([OH:7])=[O:6])[CH2:3]1, predict the reactants needed to synthesize it. The reactants are: [CH3:1][N:2]1[CH2:12][CH2:11][CH2:10][CH:4]([C:5]([O:7]CC)=[O:6])[CH2:3]1.[OH-].[Li+].Cl. (4) Given the product [O:29]([C:3]1[CH:4]=[C:5]([NH:8][C:9]([NH:11][C:12]2[CH:17]=[CH:16][CH:15]=[C:14]([C:18]3[CH:23]=[CH:22][CH:21]=[C:20]([N:24]4[CH2:28][CH2:27][CH2:26][CH2:25]4)[N:19]=3)[CH:13]=2)=[O:10])[CH:6]=[CH:7][CH:2]=1)[C:30]1[CH:35]=[CH:34][CH:33]=[CH:32][CH:31]=1, predict the reactants needed to synthesize it. The reactants are: Cl[C:2]1[CH:7]=[CH:6][C:5]([NH:8][C:9]([NH:11][C:12]2[CH:17]=[CH:16][CH:15]=[C:14]([C:18]3[CH:23]=[CH:22][CH:21]=[C:20]([N:24]4[CH2:28][CH2:27][CH2:26][CH2:25]4)[N:19]=3)[CH:13]=2)=[O:10])=[CH:4][CH:3]=1.[O:29](C1C=C(C=CC=1)N)[C:30]1[CH:35]=[CH:34][CH:33]=[CH:32][CH:31]=1.CCN(C(C)C)C(C)C. (5) Given the product [CH:1]1([C:3]2[CH:4]=[C:5]([NH2:9])[N:6]([CH3:8])[N:7]=2)[CH2:11][CH2:10][CH2:2]1, predict the reactants needed to synthesize it. The reactants are: [CH2:1]([C:3]1[CH:4]=[C:5]([NH2:9])[N:6]([CH3:8])[N:7]=1)[CH3:2].[CH:10]1(C(=O)CC#N)CC[CH2:11]1. (6) Given the product [Br:1][C:2]1[CH:3]=[CH:4][C:5]([CH:21]([O:24][CH3:25])[O:22][CH3:23])=[CH:6][N:7]=1, predict the reactants needed to synthesize it. The reactants are: [Br:1][C:2]1[N:7]=[CH:6][C:5](C=O)=[CH:4][CH:3]=1.C1(C)C=CC(S(O)(=O)=O)=CC=1.[CH:21](OC)([O:24][CH3:25])[O:22][CH3:23].C([O-])(O)=O.[Na+].